Dataset: CYP2D6 inhibition data for predicting drug metabolism from PubChem BioAssay. Task: Regression/Classification. Given a drug SMILES string, predict its absorption, distribution, metabolism, or excretion properties. Task type varies by dataset: regression for continuous measurements (e.g., permeability, clearance, half-life) or binary classification for categorical outcomes (e.g., BBB penetration, CYP inhibition). Dataset: cyp2d6_veith. (1) The compound is Cc1ccc(S(=O)(=O)c2c(C)nn(C(C)(C)C)c2OC(=O)c2cccs2)cc1. The result is 0 (non-inhibitor). (2) The drug is Clc1ccc(/C=N/c2c(-c3ccc(Cl)cc3)nc3n2CCS3)cc1. The result is 0 (non-inhibitor).